Dataset: Reaction yield outcomes from USPTO patents with 853,638 reactions. Task: Predict the reaction yield, written as a fraction of the theoretical maximum amount of product (1.0 means a 100% yield; for example, 0.34 means a 34% yield). (1) The reactants are Cl.[NH2:2][CH2:3][C@@H:4]([C:6]1[CH:15]=[CH:14][C:13]([OH:16])=[C:12]2[C:7]=1[CH:8]=[CH:9][C:10](=[O:17])[NH:11]2)[OH:5].C(N(CC)CC)C.[C:25]1([C@H:31]([NH:61][C:62]([O:64][C@@H:65]2[CH:70]3[CH2:71][CH2:72][N:67]([CH2:68][CH2:69]3)[CH2:66]2)=[O:63])[C:32]2[CH:33]=[C:34]([CH:58]=[CH:59][CH:60]=2)[O:35][CH2:36][C:37]2[CH:57]=[CH:56][C:40]([C:41]([O:43][CH2:44][CH2:45][O:46][C:47]3[CH:52]=[CH:51][C:50]([CH:53]=O)=[CH:49][C:48]=3[CH3:55])=[O:42])=[CH:39][CH:38]=2)[CH:30]=[CH:29][CH:28]=[CH:27][CH:26]=1.C(O[BH-](OC(=O)C)OC(=O)C)(=O)C.[Na+].C(O)(=O)C. The catalyst is CO. The product is [C:25]1([C@H:31]([NH:61][C:62]([O:64][C@@H:65]2[CH:70]3[CH2:71][CH2:72][N:67]([CH2:68][CH2:69]3)[CH2:66]2)=[O:63])[C:32]2[CH:33]=[C:34]([CH:58]=[CH:59][CH:60]=2)[O:35][CH2:36][C:37]2[CH:57]=[CH:56][C:40]([C:41]([O:43][CH2:44][CH2:45][O:46][C:47]3[CH:52]=[CH:51][C:50]([CH2:53][NH:2][CH2:3][C@H:4]([OH:5])[C:6]4[CH:15]=[CH:14][C:13]([OH:16])=[C:12]5[C:7]=4[CH:8]=[CH:9][C:10](=[O:17])[NH:11]5)=[CH:49][C:48]=3[CH3:55])=[O:42])=[CH:39][CH:38]=2)[CH:26]=[CH:27][CH:28]=[CH:29][CH:30]=1. The yield is 0.110. (2) The reactants are [CH3:1][O:2][C:3]([C:5]1[CH:6]=[C:7]2[C:12](=[CH:13][CH:14]=1)[NH:11][CH:10]([C:15]1[CH:20]=[C:19]([F:21])[CH:18]=[C:17](Br)[CH:16]=1)[C:9]([CH3:24])([CH3:23])[CH2:8]2)=[O:4].[NH:25]1[CH2:30][CH2:29][NH:28][CH2:27][CH2:26]1.N1CCC[C@H:32]1C(O)=O.[OH-].[K+].[Cl-].[NH4+]. The catalyst is CS(C)=O.[Cu+]. The product is [CH2:1]([O:2][C:3]([C:5]1[CH:6]=[C:7]2[C:12](=[CH:13][CH:14]=1)[NH:11][CH:10]([C:15]1[CH:16]=[C:17]([N:25]3[CH2:30][CH2:29][NH:28][CH2:27][CH2:26]3)[CH:18]=[C:19]([F:21])[CH:20]=1)[C:9]([CH3:24])([CH3:23])[CH2:8]2)=[O:4])[CH3:32]. The yield is 0.430. (3) The reactants are [Cl:1][C:2]1[C:11]([CH:12]=O)=[CH:10][C:9]2[C:4](=[C:5]([CH3:14])[CH:6]=[CH:7][CH:8]=2)[N:3]=1.[CH3:15][C:16]([S@:19]([NH2:21])=[O:20])([CH3:18])[CH3:17].O. The catalyst is C1COCC1.CC(C)[O-].[Ti+4].CC(C)[O-].CC(C)[O-].CC(C)[O-]. The product is [Cl:1][C:2]1[C:11](/[CH:12]=[N:21]/[S@@:19]([C:16]([CH3:18])([CH3:17])[CH3:15])=[O:20])=[CH:10][C:9]2[C:4](=[C:5]([CH3:14])[CH:6]=[CH:7][CH:8]=2)[N:3]=1. The yield is 0.720. (4) The reactants are Cl[C:2]1[N:3]=[CH:4][CH:5]=[C:6]2[CH:10]=[C:9]([CH:11]([C:13]3[CH:18]=[CH:17][CH:16]=[CH:15][CH:14]=3)[OH:12])[NH:8][C:7]=12.C([O-])=O.[NH4+]. The catalyst is CO.[Pd]. The product is [C:13]1([CH:11]([C:9]2[NH:8][C:7]3=[CH:2][N:3]=[CH:4][CH:5]=[C:6]3[CH:10]=2)[OH:12])[CH:14]=[CH:15][CH:16]=[CH:17][CH:18]=1. The yield is 0.430. (5) The reactants are N1C(CN(C)[C@@H]2C3N=CC=CC=3CCC2)=CN2C=CC=CC=12.CNCCOC.[CH3:29][N:30]([CH2:41][C:42]1[N:43]=[C:44]2[CH:49]=[CH:48][CH:47]=[CH:46][N:45]2[C:50]=1[CH2:51][N:52]1[CH2:57][CH2:56][O:55][CH2:54][CH2:53]1)[C@@H:31]1[C:40]2[N:39]=[CH:38][CH:37]=[CH:36][C:35]=2[CH2:34][CH2:33][CH2:32]1. No catalyst specified. The product is [CH3:29][N:30]([CH2:41][C:42]1[N:43]=[C:44]2[CH:49]=[CH:48][CH:47]=[CH:46][N:45]2[C:50]=1[CH2:51][N:52]([CH3:57])[CH2:53][CH2:54][O:55][CH3:56])[C@@H:31]1[C:40]2[N:39]=[CH:38][CH:37]=[CH:36][C:35]=2[CH2:34][CH2:33][CH2:32]1. The yield is 0.670. (6) The reactants are [CH2:1]([C@@H:3]1[CH2:8][C@H:7]2[CH2:9][C@@H:4]1[C:5](=[O:10])[O:6]2)[CH3:2].[NH:11]([C:13]1[N:14]=[C:15]2[CH:21]=[CH:20][N:19]([S:22]([C:25]3[CH:31]=[CH:30][C:28]([CH3:29])=[CH:27][CH:26]=3)(=[O:24])=[O:23])[C:16]2=[N:17][CH:18]=1)[NH2:12].C[Al](C)C.Cl. The catalyst is O1CCOCC1. The product is [CH2:1]([C@@H:3]1[CH2:8][C@H:7]([OH:6])[CH2:9][C@@H:4]1[C:5]([NH:12][NH:11][C:13]1[N:14]=[C:15]2[CH:21]=[CH:20][N:19]([S:22]([C:25]3[CH:31]=[CH:30][C:28]([CH3:29])=[CH:27][CH:26]=3)(=[O:24])=[O:23])[C:16]2=[N:17][CH:18]=1)=[O:10])[CH3:2]. The yield is 0.710. (7) The reactants are P(Cl)(Cl)([Cl:3])=O.[CH3:6][N:7]([CH3:32])[C@@H:8]1[CH2:12][CH2:11][N:10]([C:13]2[CH:22]=[C:21]3[C:16]([C:17](=O)[NH:18][CH:19]=[N:20]3)=[C:15]([O:24][CH:25]3[CH2:30][CH2:29][N:28]([CH3:31])[CH2:27][CH2:26]3)[CH:14]=2)[CH2:9]1.C(N(C(C)C)CC)(C)C. The catalyst is ClCCCl. The product is [Cl:3][C:17]1[C:16]2[C:21](=[CH:22][C:13]([N:10]3[CH2:11][CH2:12][C@@H:8]([N:7]([CH3:32])[CH3:6])[CH2:9]3)=[CH:14][C:15]=2[O:24][CH:25]2[CH2:30][CH2:29][N:28]([CH3:31])[CH2:27][CH2:26]2)[N:20]=[CH:19][N:18]=1. The yield is 0.810.